This data is from Retrosynthesis with 50K atom-mapped reactions and 10 reaction types from USPTO. The task is: Predict the reactants needed to synthesize the given product. (1) The reactants are: COc1cc(OC)c(F)c(N)c1F.C[Si](C)(C)CCOCn1ccc2c(Cl)c(C=O)cnc21. Given the product COc1cc(OC)c(F)c(NCc2cnc3c(ccn3COCC[Si](C)(C)C)c2Cl)c1F, predict the reactants needed to synthesize it. (2) Given the product CC(=O)N1CCN(C)CC1, predict the reactants needed to synthesize it. The reactants are: CC(=O)OC(C)=O.CN1CCNCC1. (3) Given the product Cc1cc(-n2cc(C#Cc3ccnc(Cl)c3)nc2C)ccc1F, predict the reactants needed to synthesize it. The reactants are: Cc1cc(B(O)O)ccc1F.Cc1nc(C#Cc2ccnc(Cl)c2)c[nH]1. (4) Given the product O=c1cc(O)c(=O)[nH]c2c1CCCC2, predict the reactants needed to synthesize it. The reactants are: COc1cc(=O)c2c([nH]c1=O)CCCC2.